From a dataset of Forward reaction prediction with 1.9M reactions from USPTO patents (1976-2016). Predict the product of the given reaction. (1) Given the reactants COCCO[C:6]1[CH:11]=[CH:10][C:9]([C:12]2[CH:21]=[CH:20][C:19]3[C:18]4[C:22]5[NH:29][CH2:28][C@@H:27]([CH3:30])[NH:26][C:25](=[O:31])[C:23]=5[S:24][C:17]=4[CH:16]=[CH:15][C:14]=3[N:13]=2)=[CH:8][C:7]=1[NH:32][C:33](=[O:36])[CH:34]=[CH2:35].CC1(C)C(C)(C)OB(C2C=C(NC(=O)C=C)C=CC=2)O1, predict the reaction product. The product is: [CH3:30][C@@H:27]1[CH2:28][NH:29][C:22]2[C:18]3[C:19]4[CH:20]=[CH:21][C:12]([C:9]5[CH:8]=[C:7]([NH:32][C:33](=[O:36])[CH:34]=[CH2:35])[CH:6]=[CH:11][CH:10]=5)=[N:13][C:14]=4[CH:15]=[CH:16][C:17]=3[S:24][C:23]=2[C:25](=[O:31])[NH:26]1. (2) Given the reactants NC1SC2C=CC=CC=2C=1C(OCC)=O.ClC1C=C(Cl)C(Cl)=CC=1[N+]([O-])=O.[Cl:28][C:29]1[C:49]([Cl:50])=[CH:48][C:32]([NH:33][C:34]2[S:38][C:37]3[CH:39]=[CH:40][CH:41]=[CH:42][C:36]=3[C:35]=2[C:43]([O:45][CH2:46][CH3:47])=[O:44])=[C:31]([N+:51]([O-])=O)[CH:30]=1.Cl.[Sn](Cl)Cl, predict the reaction product. The product is: [NH2:51][C:31]1[CH:30]=[C:29]([Cl:28])[C:49]([Cl:50])=[CH:48][C:32]=1[NH:33][C:34]1[S:38][C:37]2[CH:39]=[CH:40][CH:41]=[CH:42][C:36]=2[C:35]=1[C:43]([O:45][CH2:46][CH3:47])=[O:44].